Dataset: Forward reaction prediction with 1.9M reactions from USPTO patents (1976-2016). Task: Predict the product of the given reaction. (1) Given the reactants [CH2:1]([O:8][C:9]1[CH:14]=[CH:13][C:12]([C:15](=[CH2:18])[CH:16]=[CH2:17])=[CH:11][CH:10]=1)[C:2]1[CH:7]=[CH:6][CH:5]=[CH:4][CH:3]=1.[CH3:19][C:20](=[CH2:23])[CH:21]=[O:22], predict the reaction product. The product is: [CH2:1]([O:8][C:9]1[CH:10]=[CH:11][C:12]([C:15]2[CH2:18][CH2:19][C:20]([CH3:23])([CH:21]=[O:22])[CH2:17][CH:16]=2)=[CH:13][CH:14]=1)[C:2]1[CH:3]=[CH:4][CH:5]=[CH:6][CH:7]=1. (2) Given the reactants [CH2:1]([O:8][C:9]1[CH:14]=[C:13](O)[CH:12]=[CH:11][C:10]=1[C:16](=[O:18])[CH3:17])[C:2]1[CH:7]=[CH:6][CH:5]=[CH:4][CH:3]=1.[OH-:19].[Na+].Cl.[OH2:22], predict the reaction product. The product is: [CH2:1]([O:8][C:9]1[CH:14]=[CH:13][CH:12]=[C:11]([OH:19])[C:10]=1[C:16](=[O:18])/[CH:17]=[CH:16]/[C:10]1[CH:11]=[CH:12][C:13]([O:22][CH2:1][C:2]2[CH:7]=[CH:6][CH:5]=[CH:4][CH:3]=2)=[CH:14][CH:9]=1)[C:2]1[CH:7]=[CH:6][CH:5]=[CH:4][CH:3]=1. (3) Given the reactants [CH2:1]([NH2:11])[CH2:2][CH2:3][CH2:4][CH2:5][CH2:6][CH2:7][CH2:8][CH2:9][CH3:10].[C:12](O)(=[O:20])[CH:13]([CH:15]([C:17](O)=[O:18])[OH:16])[OH:14], predict the reaction product. The product is: [CH2:1]([N:11]1[C:17](=[O:18])[CH:15]([OH:16])[CH:13]([OH:14])[C:12]1=[O:20])[CH2:2][CH2:3][CH2:4][CH2:5][CH2:6][CH2:7][CH2:8][CH2:9][CH3:10].